This data is from Forward reaction prediction with 1.9M reactions from USPTO patents (1976-2016). The task is: Predict the product of the given reaction. Given the reactants Cl.CN(C)CCCN=C=NCC.[NH2:13][C:14]1[C:23]2[C:18](=[C:19]([F:24])[CH:20]=[CH:21][CH:22]=2)[N:17]=[CH:16][CH:15]=1.[Cl:25][C:26]1[CH:31]=[CH:30][CH:29]=[C:28]([F:32])[C:27]=1[C:33]1[O:34][C:35]2[CH:41]=[CH:40][C:39]([CH:42]([CH3:46])[C:43](O)=[O:44])=[CH:38][C:36]=2[N:37]=1.ON1C2N=CC=CC=2N=N1, predict the reaction product. The product is: [F:24][C:19]1[CH:20]=[CH:21][CH:22]=[C:23]2[C:18]=1[N:17]=[CH:16][CH:15]=[C:14]2[NH:13][C:43](=[O:44])[CH:42]([C:39]1[CH:40]=[CH:41][C:35]2[O:34][C:33]([C:27]3[C:28]([F:32])=[CH:29][CH:30]=[CH:31][C:26]=3[Cl:25])=[N:37][C:36]=2[CH:38]=1)[CH3:46].